This data is from Full USPTO retrosynthesis dataset with 1.9M reactions from patents (1976-2016). The task is: Predict the reactants needed to synthesize the given product. Given the product [Cl:8][C:9]1[N:14]=[CH:13][C:12]([NH:15][C:5](=[O:7])[CH3:6])=[CH:11][N:10]=1, predict the reactants needed to synthesize it. The reactants are: C(O[C:5](=[O:7])[CH3:6])(=O)C.[Cl:8][C:9]1[N:14]=[CH:13][C:12]([NH2:15])=[CH:11][N:10]=1.